From a dataset of Forward reaction prediction with 1.9M reactions from USPTO patents (1976-2016). Predict the product of the given reaction. (1) Given the reactants S(Cl)([Cl:3])=O.[F:5][C:6]1[CH:11]=[C:10]([C:12]2[O:16][N:15]=[C:14]([C:17]3[CH:30]=[CH:29][C:20]([CH2:21][N:22]([CH2:26]CO)[CH2:23][CH2:24]O)=[CH:19][CH:18]=3)[N:13]=2)[CH:9]=[CH:8][C:7]=1[C:31]1[CH:36]=[CH:35][CH:34]=[CH:33][CH:32]=1.CN(C)C=O.Cl[CH2:43][Cl:44], predict the reaction product. The product is: [Cl:3][CH2:24][CH2:23][N:22]([CH2:26][CH2:43][Cl:44])[CH2:21][C:20]1[CH:29]=[CH:30][C:17]([C:14]2[N:13]=[C:12]([C:10]3[CH:9]=[CH:8][C:7]([C:31]4[CH:36]=[CH:35][CH:34]=[CH:33][CH:32]=4)=[C:6]([F:5])[CH:11]=3)[O:16][N:15]=2)=[CH:18][CH:19]=1. (2) Given the reactants C[O:2][C:3]([C:5]1[NH:6][CH:7]=[N:8][CH:9]=1)=[O:4].C(N(CC)CC)C.Cl[C:18]([C:31]1[CH:36]=[CH:35][CH:34]=[CH:33][CH:32]=1)([C:25]1[CH:30]=[CH:29][CH:28]=[CH:27][CH:26]=1)[C:19]1[CH:24]=[CH:23][CH:22]=[CH:21][CH:20]=1.[OH-].[Li+].Cl, predict the reaction product. The product is: [C:18]([N:8]1[CH:9]=[C:5]([C:3]([OH:2])=[O:4])[N:6]=[CH:7]1)([C:19]1[CH:24]=[CH:23][CH:22]=[CH:21][CH:20]=1)([C:31]1[CH:32]=[CH:33][CH:34]=[CH:35][CH:36]=1)[C:25]1[CH:26]=[CH:27][CH:28]=[CH:29][CH:30]=1. (3) Given the reactants [CH2:1]([N:8]1[CH2:15][CH:14]2[CH:10]([CH2:11][NH:12][CH2:13]2)[CH2:9]1)[C:2]1[CH:7]=[CH:6][CH:5]=[CH:4][CH:3]=1.Br[C:17]1[CH:22]=[CH:21][C:20]([F:23])=[CH:19][CH:18]=1.CC(C)([O-])C.[Na+], predict the reaction product. The product is: [CH2:1]([N:8]1[CH2:9][CH:10]2[CH:14]([CH2:13][N:12]([C:17]3[CH:22]=[CH:21][C:20]([F:23])=[CH:19][CH:18]=3)[CH2:11]2)[CH2:15]1)[C:2]1[CH:7]=[CH:6][CH:5]=[CH:4][CH:3]=1. (4) Given the reactants [C:1](/[C:4](=[CH:23]\[C:24](\[CH3:39])=[CH:25]\[CH:26]([CH3:38])[CH2:27][CH:28]([CH3:37])[CH2:29][CH:30]([CH3:36])[CH2:31][CH:32]([CH3:35])[CH2:33][CH3:34])/[CH2:5][CH:6]([CH3:22])[C:7]([O:9][CH:10]1C(=O)OC(C(O)=O)C1C(O)=O)=[O:8])([OH:3])=[O:2].[C:40](=[O:43])([O-:42])O.[Na+].[C:45]([O:48][CH2:49]Br)(=[O:47])[CH3:46].[Cl-].[NH4+].[CH:53](Cl)(Cl)Cl, predict the reaction product. The product is: [CH3:22][CH:6]([CH2:5]/[C:4](=[CH:23]/[C:24](/[CH3:39])=[CH:25]/[CH:26]([CH3:38])[CH2:27][CH:28]([CH3:37])[CH2:29][CH:30]([CH3:36])[CH2:31][CH:32]([CH3:35])[CH2:33][CH3:34])/[C:1]([O:3][CH2:49][O:48][C:45](=[O:47])[CH3:46])=[O:2])[C:7]([O:9][CH2:10][O:42][C:40](=[O:43])[CH3:53])=[O:8].